This data is from Forward reaction prediction with 1.9M reactions from USPTO patents (1976-2016). The task is: Predict the product of the given reaction. (1) Given the reactants [S:1]1[C:5]2[CH:6]=[CH:7][CH:8]=[CH:9][C:4]=2[N:3]=[C:2]1[N:10]1[C:14](=[O:15])[CH:13]=[C:12]([C:16]2[CH:21]=[CH:20][CH:19]=[C:18]([C:22]([F:25])([F:24])[F:23])[CH:17]=2)[NH:11]1.CO[CH:28](OC)[N:29]([CH3:31])[CH3:30].C(OCC)C, predict the reaction product. The product is: [S:1]1[C:5]2[CH:6]=[CH:7][CH:8]=[CH:9][C:4]=2[N:3]=[C:2]1[N:10]1[C:14](=[O:15])[C:13](=[CH:28][N:29]([CH3:31])[CH3:30])[C:12]([C:16]2[CH:21]=[CH:20][CH:19]=[C:18]([C:22]([F:23])([F:24])[F:25])[CH:17]=2)=[N:11]1. (2) Given the reactants [NH2:1][C:2]1[CH:31]=[CH:30][C:5]([CH2:6][C:7]2[NH:15][C:14]3[C:13](=[O:16])[N:12]([CH2:17][C:18]4[CH:23]=[CH:22][CH:21]=[CH:20][C:19]=4[F:24])[C:11](=[O:25])[N:10]([CH2:26][CH2:27][CH2:28][CH3:29])[C:9]=3[N:8]=2)=[CH:4][CH:3]=1.[F:32][C:33]1[CH:38]=[CH:37][CH:36]=[CH:35][C:34]=1[S:39](Cl)(=[O:41])=[O:40], predict the reaction product. The product is: [CH2:26]([N:10]1[C:9]2[N:8]=[C:7]([CH2:6][C:5]3[CH:4]=[CH:3][C:2]([NH:1][S:39]([C:34]4[CH:35]=[CH:36][CH:37]=[CH:38][C:33]=4[F:32])(=[O:41])=[O:40])=[CH:31][CH:30]=3)[NH:15][C:14]=2[C:13](=[O:16])[N:12]([CH2:17][C:18]2[CH:23]=[CH:22][CH:21]=[CH:20][C:19]=2[F:24])[C:11]1=[O:25])[CH2:27][CH2:28][CH3:29]. (3) Given the reactants BrC1C=C(C([N:16]2C[CH2:20][NH:19][C:18](=[O:22])[CH2:17]2)=O)OC=1C1C=CC=C(Cl)C=1.[Br:23][C:24]1[O:28][C:27]([C:29]([OH:31])=O)=[CH:26][C:25]=1[C:32]1[CH:37]=[C:36]([F:38])[CH:35]=[C:34]([Cl:39])[CH:33]=1.C(N(CC)C(C)C)(C)C, predict the reaction product. The product is: [Br:23][C:24]1[O:28][C:27]([C:29]([N:16]2[CH2:17][C:18](=[O:22])[NH:19][CH2:20]2)=[O:31])=[CH:26][C:25]=1[C:32]1[CH:37]=[C:36]([F:38])[CH:35]=[C:34]([Cl:39])[CH:33]=1.